Predict the reaction yield, written as a fraction of the theoretical maximum amount of product (1.0 means a 100% yield; for example, 0.34 means a 34% yield). From a dataset of Reaction yield outcomes from USPTO patents with 853,638 reactions. (1) The reactants are [N:1]1([C:7]([C:9]2[S:10][CH:11]=[CH:12][CH:13]=2)=[O:8])[CH2:6][CH2:5][NH:4][CH2:3][CH2:2]1.Cl[C:15]1[C:24]2[C:19](=[CH:20][CH:21]=[C:22]([CH3:25])[CH:23]=2)[NH:18][C:17](=[O:26])[C:16]=1[C:27]#[N:28]. The catalyst is C1(C)C=CC=CC=1. The product is [CH3:25][C:22]1[CH:23]=[C:24]2[C:19](=[CH:20][CH:21]=1)[NH:18][C:17](=[O:26])[C:16]([C:27]#[N:28])=[C:15]2[N:4]1[CH2:5][CH2:6][N:1]([C:7]([C:9]2[S:10][CH:11]=[CH:12][CH:13]=2)=[O:8])[CH2:2][CH2:3]1. The yield is 0.920. (2) The reactants are [C:1]([N:5]1[C:9](=[O:10])[C:8]([NH:11][CH2:12][CH2:13][CH2:14]Br)=[C:7]([C:16]2[CH:21]=[CH:20][CH:19]=[CH:18][CH:17]=2)[S:6]1(=[O:23])=[O:22])([CH3:4])([CH3:3])[CH3:2].[F:24][C:25]1[CH:30]=[CH:29][C:28]([OH:31])=[CH:27][CH:26]=1.C([O-])([O-])=O.[K+].[K+]. No catalyst specified. The product is [C:1]([N:5]1[C:9](=[O:10])[C:8]([NH:11][CH2:12][CH2:13][CH2:14][O:31][C:28]2[CH:29]=[CH:30][C:25]([F:24])=[CH:26][CH:27]=2)=[C:7]([C:16]2[CH:21]=[CH:20][CH:19]=[CH:18][CH:17]=2)[S:6]1(=[O:23])=[O:22])([CH3:4])([CH3:3])[CH3:2]. The yield is 0.310. (3) The yield is 0.870. The reactants are Cl[C:2]1[CH:3]=[CH:4][N:5]2[C:10]([C:11]=1[CH3:12])=[C:9]([CH:13]1[CH2:15][CH2:14]1)[CH:8]=[C:7]([C:16]([O:18][CH3:19])=[O:17])[C:6]2=[O:20].[N:21]1[CH:26]=[CH:25][CH:24]=[C:23](B(O)O)[CH:22]=1. No catalyst specified. The product is [CH:13]1([C:9]2[CH:8]=[C:7]([C:16]([O:18][CH3:19])=[O:17])[C:6](=[O:20])[N:5]3[C:10]=2[C:11]([CH3:12])=[C:2]([C:23]2[CH:22]=[N:21][CH:26]=[CH:25][CH:24]=2)[CH:3]=[CH:4]3)[CH2:15][CH2:14]1. (4) The reactants are [CH3:1][O:2][C:3](=[O:15])[C:4]1[CH:9]=[C:8]([O:10][CH3:11])[CH:7]=[C:6]([O:12][CH3:13])[C:5]=1Br. The yield is 0.680. The product is [CH3:1][O:2][C:3]([C:4]1[C:5]([C:9]2[C:4]([C:3]([O:2][CH3:1])=[O:15])=[CH:5][C:6]([O:12][CH3:13])=[CH:7][C:8]=2[O:10][CH3:11])=[C:6]([O:12][CH3:13])[CH:7]=[C:8]([O:10][CH3:11])[CH:9]=1)=[O:15]. The catalyst is CN(C=O)C. (5) The reactants are [NH2:1][C:2]1[O:6][N:5]=[C:4]([CH3:7])[C:3]=1[Br:8].[Cl:9][C:10]1[CH:11]=[C:12]([S:16](Cl)(=[O:18])=[O:17])[S:13][C:14]=1[Cl:15]. No catalyst specified. The product is [Br:8][C:3]1[C:4]([CH3:7])=[N:5][O:6][C:2]=1[NH:1][S:16]([C:12]1[S:13][C:14]([Cl:15])=[C:10]([Cl:9])[CH:11]=1)(=[O:18])=[O:17]. The yield is 0.420.